Dataset: Forward reaction prediction with 1.9M reactions from USPTO patents (1976-2016). Task: Predict the product of the given reaction. (1) Given the reactants [F:1][C:2]1[CH:3]=[CH:4][C:5]2[O:10][CH2:9][CH:8]3[C:11]([CH2:26][CH2:27][CH2:28][OH:29])([C:20]4[CH:25]=[CH:24][CH:23]=[CH:22][CH:21]=4)[C:12]([C:14](N(OC)C)=[O:15])=[N:13][N:7]3[C:6]=2[CH:30]=1.[CH3:31][Li], predict the reaction product. The product is: [F:1][C:2]1[CH:3]=[CH:4][C:5]2[O:10][CH2:9][CH:8]3[C:11]([CH2:26][CH2:27][CH2:28][OH:29])([C:20]4[CH:25]=[CH:24][CH:23]=[CH:22][CH:21]=4)[C:12]([C:14](=[O:15])[CH3:31])=[N:13][N:7]3[C:6]=2[CH:30]=1. (2) Given the reactants C(OC([NH:8][C:9]1[C:17]2[C:12](=[CH:13][CH:14]=[CH:15][CH:16]=2)[N:11]([CH2:18][C:19]([O:21][CH2:22][CH3:23])=[O:20])[CH:10]=1)=O)(C)(C)C.[ClH:24].O1CCOCC1, predict the reaction product. The product is: [ClH:24].[NH2:8][C:9]1[C:17]2[C:12](=[CH:13][CH:14]=[CH:15][CH:16]=2)[N:11]([CH2:18][C:19]([O:21][CH2:22][CH3:23])=[O:20])[CH:10]=1. (3) The product is: [CH:35]([S:38]([NH:41][C:25](=[O:27])[C:24]1[CH:28]=[C:29]([F:33])[C:30]([F:32])=[CH:31][C:23]=1[F:22])(=[O:40])=[O:39])([CH2:36][CH3:37])[CH3:34]. Given the reactants Cl.CN(C)CCCN=C=NCC.C(N(C(C)C)C(C)C)C.[F:22][C:23]1[CH:31]=[C:30]([F:32])[C:29]([F:33])=[CH:28][C:24]=1[C:25]([OH:27])=O.[CH3:34][CH:35]([S:38]([NH2:41])(=[O:40])=[O:39])[CH2:36][CH3:37], predict the reaction product. (4) Given the reactants [S:1]1[C:5]2[CH:6]=[CH:7][CH:8]=[CH:9][C:4]=2[CH:3]=[C:2]1[N:10]1[C:15](=[O:16])[C:14]([CH2:17][CH2:18][C:19]2[CH:24]=[CH:23][CH:22]=[CH:21][CH:20]=2)=[C:13]([C:25]2[CH:30]=[CH:29][CH:28]=[C:27]([F:31])[C:26]=2[O:32]C)[N:12]=[C:11]1[CH3:34].Br, predict the reaction product. The product is: [S:1]1[C:5]2[CH:6]=[CH:7][CH:8]=[CH:9][C:4]=2[CH:3]=[C:2]1[N:10]1[C:15](=[O:16])[C:14]([CH2:17][CH2:18][C:19]2[CH:24]=[CH:23][CH:22]=[CH:21][CH:20]=2)=[C:13]([C:25]2[CH:30]=[CH:29][CH:28]=[C:27]([F:31])[C:26]=2[OH:32])[N:12]=[C:11]1[CH3:34]. (5) Given the reactants [N+:1]([C:4]1[CH:12]=[CH:11][CH:10]=[C:9]2[C:5]=1[CH2:6][O:7][C:8]2=[O:13])([O-])=O, predict the reaction product. The product is: [NH2:1][C:4]1[CH:12]=[CH:11][CH:10]=[C:9]2[C:5]=1[CH2:6][O:7][C:8]2=[O:13]. (6) Given the reactants Cl[C:2]1[CH:7]=[C:6]([C:8]([F:11])([F:10])[F:9])[N:5]=[C:4]([C:12]2[CH:17]=[N:16][CH:15]=[CH:14][N:13]=2)[N:3]=1.[CH3:18][O:19][C:20]1[CH:21]=[CH:22][C:23]([CH3:27])=[C:24]([CH:26]=1)[NH2:25], predict the reaction product. The product is: [CH3:18][O:19][C:20]1[CH:21]=[CH:22][C:23]([CH3:27])=[C:24]([CH:26]=1)[NH:25][C:2]1[CH:7]=[C:6]([C:8]([F:11])([F:10])[F:9])[N:5]=[C:4]([C:12]2[CH:17]=[N:16][CH:15]=[CH:14][N:13]=2)[N:3]=1. (7) Given the reactants [CH2:1]([O:4][C:5]([N:7]1[C:13]2[CH:14]=[C:15]([O:20][CH2:21]CCC(O)=O)[C:16]([O:18][CH3:19])=[CH:17][C:12]=2[C:11](=[O:27])[N:10]2[CH2:28][CH2:29][CH2:30][CH:9]2[CH:8]1[O:31][CH:32]1[CH2:37][CH2:36][CH2:35][CH2:34][O:33]1)=[O:6])[CH:2]=[CH2:3].CCN=C=[N:42][CH2:43][CH2:44][CH2:45]N(C)C.N[C:50]1[CH:51]=[C:52]([C:56]([O:58]C)=[O:57])[N:53]([CH3:55])[CH:54]=1.CN(C=[O:64])C, predict the reaction product. The product is: [CH2:1]([O:4][C:5]([N:7]1[C:13]2[CH:14]=[C:15]([O:20][CH2:21][CH2:45][CH2:44][C:43]([NH:42][C:51]3[CH:50]=[CH:54][N:53]([CH3:55])[C:52]=3[C:56]([OH:58])=[O:57])=[O:64])[C:16]([O:18][CH3:19])=[CH:17][C:12]=2[C:11](=[O:27])[N:10]2[CH2:28][CH2:29][CH2:30][C@H:9]2[C@@H:8]1[O:31][CH:32]1[CH2:37][CH2:36][CH2:35][CH2:34][O:33]1)=[O:6])[CH:2]=[CH2:3]. (8) Given the reactants [CH:1]([C:4]1[N:13]([CH3:14])[C:12](=[O:15])[C:11]2[C:6](=[CH:7][CH:8]=[C:9]([C:16]#[N:17])[CH:10]=2)[N:5]=1)(C)[CH3:2].[Br:18]Br.O, predict the reaction product. The product is: [Br:18][CH:1]([C:4]1[N:13]([CH3:14])[C:12](=[O:15])[C:11]2[C:6](=[CH:7][CH:8]=[C:9]([C:16]#[N:17])[CH:10]=2)[N:5]=1)[CH3:2]. (9) Given the reactants [F:1][C:2]1[C:11]([NH:12][CH2:13][C:14]2[CH:19]=[CH:18][C:17]([O:20][CH3:21])=[CH:16][CH:15]=2)=[N:10][CH:9]=[CH:8][C:3]=1[C:4]([NH:6][CH3:7])=O.B.CSC, predict the reaction product. The product is: [F:1][C:2]1[C:11]([NH:12][CH2:13][C:14]2[CH:15]=[CH:16][C:17]([O:20][CH3:21])=[CH:18][CH:19]=2)=[N:10][CH:9]=[CH:8][C:3]=1[CH2:4][NH:6][CH3:7].